Task: Predict the product of the given reaction.. Dataset: Forward reaction prediction with 1.9M reactions from USPTO patents (1976-2016) (1) Given the reactants C1N=CN(C(N2C=NC=C2)=O)C=1.FC(F)(F)C(O)=O.[CH:20]1([C:26]2[C:27]3[CH:28]=[CH:29][C:30]([C:57](O)=[O:58])=[CH:31][C:32]=3[N:33]3[CH2:39][C:38]([C:40]([N:42]4[CH:47]5[CH2:48][CH2:49][CH:43]4[CH2:44][N:45]([CH3:50])[CH2:46]5)=[O:41])=[CH:37][C:36]4[CH:51]=[C:52]([O:55][CH3:56])[CH:53]=[CH:54][C:35]=4[C:34]=23)[CH2:25][CH2:24][CH2:23][CH2:22][CH2:21]1.[CH:60]1([CH2:63][C:64]2([S:67]([NH2:70])(=[O:69])=[O:68])[CH2:66][CH2:65]2)[CH2:62][CH2:61]1.C1CCN2C(=NCCC2)CC1, predict the reaction product. The product is: [CH:20]1([C:26]2[C:27]3[CH:28]=[CH:29][C:30]([C:57]([NH:70][S:67]([C:64]4([CH2:63][CH:60]5[CH2:61][CH2:62]5)[CH2:65][CH2:66]4)(=[O:68])=[O:69])=[O:58])=[CH:31][C:32]=3[N:33]3[CH2:39][C:38]([C:40]([N:42]4[CH:43]5[CH2:49][CH2:48][CH:47]4[CH2:46][N:45]([CH3:50])[CH2:44]5)=[O:41])=[CH:37][C:36]4[CH:51]=[C:52]([O:55][CH3:56])[CH:53]=[CH:54][C:35]=4[C:34]=23)[CH2:25][CH2:24][CH2:23][CH2:22][CH2:21]1. (2) Given the reactants [C:1]1([CH:11]=[CH:12][C:13]([OH:15])=O)[C:10]2[C:5](=[CH:6][CH:7]=[CH:8][CH:9]=2)[CH:4]=[CH:3][CH:2]=1.C(Cl)(=O)C([Cl:19])=O, predict the reaction product. The product is: [C:1]1([CH:11]=[CH:12][C:13]([Cl:19])=[O:15])[C:10]2[C:5](=[CH:6][CH:7]=[CH:8][CH:9]=2)[CH:4]=[CH:3][CH:2]=1. (3) Given the reactants [Cl:1][C:2]1[C:7]2=[N:8][CH:9]=[C:10]([O:12][CH2:13][C:14]3O[CH:16]=[CH:17][N:18]=3)[N:11]=[C:6]2[CH:5]=[CH:4][N:3]=1.ClC1N=C2C=CN=C(Cl)C2=NC=1.[F:31][C:32]1C(CO)=NC=C[CH:37]=1, predict the reaction product. The product is: [Cl:1][C:2]1[C:7]2=[N:8][CH:9]=[C:10]([O:12][CH2:13][C:14]3[C:32]([F:31])=[CH:37][CH:16]=[CH:17][N:18]=3)[N:11]=[C:6]2[CH:5]=[CH:4][N:3]=1. (4) The product is: [F:1][C:2]1[CH:7]=[CH:6][C:5]([NH2:8])=[C:4]2[C:3]=1[O:19][CH:16]([CH3:17])[CH2:15]2. Given the reactants [F:1][C:2]1[CH:7]=[CH:6][C:5]([NH:8]C(=O)C(C)(C)C)=[C:4]([CH2:15][CH:16](O)[CH3:17])[C:3]=1[O:19]C, predict the reaction product. (5) Given the reactants [Cl:1][C:2]1[C:3]2[S:10][CH:9]=[C:8]([C:11]([OH:13])=O)[C:4]=2[N:5]=[CH:6][N:7]=1.C(Cl)(=O)C([Cl:17])=O.CN(C=O)C, predict the reaction product. The product is: [Cl:1][C:2]1[C:3]2[S:10][CH:9]=[C:8]([C:11]([Cl:17])=[O:13])[C:4]=2[N:5]=[CH:6][N:7]=1. (6) Given the reactants [Br:1][C:2]1[CH:7]=[CH:6][C:5]([N:8]2[CH:12]=[CH:11][N:10]=[CH:9]2)=[CH:4][CH:3]=1.Br[CH2:14][CH2:15][CH2:16][CH2:17][CH2:18][CH2:19][CH2:20][CH2:21][CH2:22][CH2:23][CH2:24][CH2:25][CH2:26][CH3:27], predict the reaction product. The product is: [Br-:1].[Br:1][C:2]1[CH:3]=[CH:4][C:5]([N+:8]2[CH:12]=[CH:11][N:10]([CH2:27][CH2:26][CH2:25][CH2:24][CH2:23][CH2:22][CH2:21][CH2:20][CH2:19][CH2:18][CH2:17][CH2:16][CH2:15][CH3:14])[CH:9]=2)=[CH:6][CH:7]=1. (7) Given the reactants [Cl:1][C:2]1[CH:7]=[C:6]([F:8])[CH:5]=[CH:4][C:3]=1[S:9]([C@H:12]1[CH2:16][N:15]([C:17](=O)[CH2:18][C:19](=[O:21])[CH3:20])[C@H:14]([C:23]([O:25][CH3:26])=[O:24])[CH2:13]1)(=[O:11])=[O:10].COC1C=CC(P2(SP(C3C=CC(OC)=CC=3)(=S)S2)=[S:36])=CC=1, predict the reaction product. The product is: [Cl:1][C:2]1[CH:7]=[C:6]([F:8])[CH:5]=[CH:4][C:3]=1[S:9]([C@H:12]1[CH2:16][N:15]([C:17](=[S:36])[CH2:18][C:19](=[O:21])[CH3:20])[C@H:14]([C:23]([O:25][CH3:26])=[O:24])[CH2:13]1)(=[O:11])=[O:10].